This data is from CYP2C19 inhibition data for predicting drug metabolism from PubChem BioAssay. The task is: Regression/Classification. Given a drug SMILES string, predict its absorption, distribution, metabolism, or excretion properties. Task type varies by dataset: regression for continuous measurements (e.g., permeability, clearance, half-life) or binary classification for categorical outcomes (e.g., BBB penetration, CYP inhibition). Dataset: cyp2c19_veith. (1) The drug is COCCCNC(=O)c1c(N)n(/N=C/c2ccccn2)c2nc3ccccc3nc12. The result is 1 (inhibitor). (2) The molecule is Cc1cc2cc3c(=O)[nH]c(=O)[nH]c3nc2cc1C. The result is 0 (non-inhibitor). (3) The drug is O=C(O)[C@H](Cc1ccccc1)N1C(=O)c2ccccc2C1=O. The result is 0 (non-inhibitor). (4) The drug is CCOC(=O)c1c(NC(=O)C2C3CCC(O3)C2C(=O)O)sc(C)c1-c1ccc(C)cc1. The result is 1 (inhibitor). (5) The compound is C=CCc1cc(C=O)cc(OC)c1OCc1ccc(Cl)cc1. The result is 1 (inhibitor). (6) The molecule is CCOC(=O)c1cc(C(=O)OCC)cc(-n2cc(O)c(C(=O)OCC)n2)c1. The result is 1 (inhibitor). (7) The drug is CCc1n[nH]c(=S)n1/N=C/c1ccc2c(c1)OCO2. The result is 0 (non-inhibitor).